This data is from Reaction yield outcomes from USPTO patents with 853,638 reactions. The task is: Predict the reaction yield, written as a fraction of the theoretical maximum amount of product (1.0 means a 100% yield; for example, 0.34 means a 34% yield). (1) The reactants are Cl[C:2]1[C:11]2[C:6](=[CH:7][CH:8]=[CH:9][C:10]=2[O:12][CH:13]2[CH2:18][CH2:17][N:16]([CH3:19])[CH2:15][CH2:14]2)[N:5]=[CH:4][N:3]=1.[NH2:20][C:21]1[CH:22]=[C:23]2[C:27](=[CH:28][CH:29]=1)[NH:26][N:25]=[C:24]2[Cl:30]. No catalyst specified. The product is [Cl:30][C:24]1[C:23]2[C:27](=[CH:28][CH:29]=[C:21]([NH:20][C:2]3[C:11]4[C:6](=[CH:7][CH:8]=[CH:9][C:10]=4[O:12][CH:13]4[CH2:18][CH2:17][N:16]([CH3:19])[CH2:15][CH2:14]4)[N:5]=[CH:4][N:3]=3)[CH:22]=2)[NH:26][N:25]=1. The yield is 0.850. (2) The reactants are [F:1][C:2]1[CH:24]=[C:23]([N+:25]([O-])=O)[CH:22]=[CH:21][C:3]=1[CH2:4][C:5]1[CH:10]=[CH:9][N:8]=[C:7]2[CH:11]=[C:12]([C:14]([C:16]3[O:17][CH:18]=[CH:19][CH:20]=3)=[O:15])[S:13][C:6]=12. The catalyst is C(O)(=O)C.[Fe]. The product is [NH2:25][C:23]1[CH:22]=[CH:21][C:3]([CH2:4][C:5]2[CH:10]=[CH:9][N:8]=[C:7]3[CH:11]=[C:12]([C:14]([C:16]4[O:17][CH:18]=[CH:19][CH:20]=4)=[O:15])[S:13][C:6]=23)=[C:2]([F:1])[CH:24]=1. The yield is 0.180. (3) The reactants are [CH2:1]([O:8][C:9]([NH:11][CH2:12][CH2:13][CH2:14][CH2:15][C:16]1[CH:26]=[CH:25][C:19]([O:20][CH2:21][C:22]([OH:24])=O)=[CH:18][CH:17]=1)=[O:10])[C:2]1[CH:7]=[CH:6][CH:5]=[CH:4][CH:3]=1.[NH2:27][C:28]1[CH:33]=[CH:32][CH:31]=[CH:30][CH:29]=1.CCN=C=NCCCN(C)C.Cl. The catalyst is CN(C1C=CN=CC=1)C.C(Cl)Cl. The product is [CH2:1]([O:8][C:9](=[O:10])[NH:11][CH2:12][CH2:13][CH2:14][CH2:15][C:16]1[CH:17]=[CH:18][C:19]([O:20][CH2:21][C:22](=[O:24])[NH:27][C:28]2[CH:33]=[CH:32][CH:31]=[CH:30][CH:29]=2)=[CH:25][CH:26]=1)[C:2]1[CH:3]=[CH:4][CH:5]=[CH:6][CH:7]=1. The yield is 0.990. (4) The reactants are [SH:1][C:2]1[NH:10][C:9]2[C:4](=[N:5][CH:6]=[N:7][C:8]=2[NH2:11])[N:3]=1.CC1C=CC2C=CC3C=CC(C)=NC=3C=2N=1.O.O(C(C)(C)C)[Na].[Br:35][C:36]1[C:44](I)=[CH:43][C:39]2[O:40][CH2:41][O:42][C:38]=2[CH:37]=1. The catalyst is [Cu]I.CN(C=O)C. The product is [Br:35][C:36]1[C:44]([S:1][C:2]2[NH:10][C:9]3[C:4](=[N:5][CH:6]=[N:7][C:8]=3[NH2:11])[N:3]=2)=[CH:43][C:39]2[O:40][CH2:41][O:42][C:38]=2[CH:37]=1. The yield is 0.970.